From a dataset of Forward reaction prediction with 1.9M reactions from USPTO patents (1976-2016). Predict the product of the given reaction. (1) Given the reactants [OH:1][CH:2]1[CH2:7][CH2:6][CH2:5][NH:4][CH2:3]1.C(N(CC)CC)C.[CH3:15][C:16]([O:19][C:20](O[C:20]([O:19][C:16]([CH3:18])([CH3:17])[CH3:15])=[O:21])=[O:21])([CH3:18])[CH3:17], predict the reaction product. The product is: [OH:1][CH:2]1[CH2:7][CH2:6][CH2:5][N:4]([C:20]([O:19][C:16]([CH3:18])([CH3:17])[CH3:15])=[O:21])[CH2:3]1. (2) Given the reactants [NH:1]1[CH:5]=[CH:4][C:3]([C:6]2[CH:11]=[CH:10][CH:9]=[CH:8][N:7]=2)=[N:2]1.F[C:13]1[CH:14]=[C:15]([CH:18]=[CH:19][CH:20]=1)[C:16]#[N:17].C([O-])([O-])=O.[K+].[K+].O, predict the reaction product. The product is: [N:7]1[CH:8]=[CH:9][CH:10]=[CH:11][C:6]=1[C:3]1[CH:4]=[CH:5][N:1]([C:13]2[CH:14]=[C:15]([CH:18]=[CH:19][CH:20]=2)[C:16]#[N:17])[N:2]=1. (3) Given the reactants [Cl:1][CH:2]([C:32]1[CH:37]=[CH:36][C:35]([Cl:38])=[CH:34][CH:33]=1)[C:3]([NH:5][CH:6]([C:13]1[CH:18]=[CH:17][CH:16]=[C:15]([NH:19][S:20]([C:23]2[CH:28]=[CH:27][CH:26]=[C:25]([N+:29]([O-])=O)[CH:24]=2)(=[O:22])=[O:21])[CH:14]=1)[CH2:7][C:8]([O:10][CH2:11][CH3:12])=[O:9])=[O:4].[Sn](Cl)Cl, predict the reaction product. The product is: [NH2:29][C:25]1[CH:24]=[C:23]([S:20]([NH:19][C:15]2[CH:14]=[C:13]([CH:6]([NH:5][C:3](=[O:4])[CH:2]([C:32]3[CH:37]=[CH:36][C:35]([Cl:38])=[CH:34][CH:33]=3)[Cl:1])[CH2:7][C:8]([O:10][CH2:11][CH3:12])=[O:9])[CH:18]=[CH:17][CH:16]=2)(=[O:21])=[O:22])[CH:28]=[CH:27][CH:26]=1. (4) Given the reactants Cl[C:2]1[C:11]2[C:6](=[CH:7][C:8]3[CH:15]=[C:14]([O:16][CH2:17][CH2:18][Cl:19])[C:13]([O:20][CH3:21])=[CH:12][C:9]=3[CH:10]=2)[N:5]=[CH:4][C:3]=1[C:22]#[N:23].ClC1C2C(=CC3C=C(OC)C(OCCCl)=CC=3C=2)N=CC=1C#N.Cl.N1C=CC=CC=1.[Cl:54][C:55]1[C:61]([O:62][CH3:63])=[CH:60][C:58]([NH2:59])=[C:57]([CH3:64])[CH:56]=1.C(OCCO)C, predict the reaction product. The product is: [Cl:54][C:55]1[C:61]([O:62][CH3:63])=[CH:60][C:58]([NH:59][C:2]2[C:11]3[C:6](=[CH:7][C:8]4[CH:15]=[C:14]([O:16][CH2:17][CH2:18][Cl:19])[C:13]([O:20][CH3:21])=[CH:12][C:9]=4[CH:10]=3)[N:5]=[CH:4][C:3]=2[C:22]#[N:23])=[C:57]([CH3:64])[CH:56]=1. (5) Given the reactants O(C1C=CC=CC=1B(O)O)[C:2]1C=CC=CC=1.C(=O)([O-])[O-].[Na+].[Na+].COCCOC.C[N:30]1[C:38]([CH3:39])=[C:37]2[C:32]([CH2:33][CH2:34][CH2:35][C:36]2=[O:40])=[C:31]1[C:41]1[CH:46]=[C:45]([N+]([O-])=O)[CH:44]=[CH:43][C:42]=1[O:50][C:51]1[CH:56]=[CH:55][CH:54]=[CH:53][CH:52]=1, predict the reaction product. The product is: [CH3:39][C:38]1[NH:30][C:31]([C:41]2[CH:46]=[CH:45][CH:44]=[CH:43][C:42]=2[O:50][C:51]2[CH:52]=[CH:53][CH:54]=[CH:55][CH:56]=2)=[C:32]2[C:37]=1[C:36](=[O:40])[CH2:35][CH:34]([CH3:2])[CH2:33]2. (6) Given the reactants [C:1]([C:4]1[S:8][C:7]([C:9]([NH:11][C:12]2[CH:17]=[CH:16][C:15]([Cl:18])=[C:14](I)[CH:13]=2)=[O:10])=[CH:6][CH:5]=1)(=[O:3])[CH3:2].[Br-].[N:21]1[CH:26]=[CH:25][CH:24]=[CH:23][C:22]=1[Zn+], predict the reaction product. The product is: [C:1]([C:4]1[S:8][C:7]([C:9]([NH:11][C:12]2[CH:17]=[CH:16][C:15]([Cl:18])=[C:14]([C:22]3[CH:23]=[CH:24][CH:25]=[CH:26][N:21]=3)[CH:13]=2)=[O:10])=[CH:6][CH:5]=1)(=[O:3])[CH3:2]. (7) Given the reactants [C:1]([C:5]1[CH:10]=[CH:9][C:8]([C:11]2[N:12]([C:30](Cl)=[O:31])[C@H:13]([C:23]3[CH:28]=[CH:27][C:26]([Cl:29])=[CH:25][CH:24]=3)[C@H:14]([C:16]3[CH:21]=[CH:20][C:19]([Cl:22])=[CH:18][CH:17]=3)[N:15]=2)=[C:7]([O:33][CH2:34][CH3:35])[CH:6]=1)([CH3:4])([CH3:3])[CH3:2].[C:36]([N:39]1[CH2:44][CH2:43][NH:42][CH2:41][CH2:40]1)(=[O:38])[CH3:37], predict the reaction product. The product is: [ClH:22].[C:1]([C:5]1[CH:10]=[CH:9][C:8]([C:11]2[N:12]([C:30]([N:42]3[CH2:43][CH2:44][N:39]([C:36](=[O:38])[CH3:37])[CH2:40][CH2:41]3)=[O:31])[C@H:13]([C:23]3[CH:24]=[CH:25][C:26]([Cl:29])=[CH:27][CH:28]=3)[C@H:14]([C:16]3[CH:17]=[CH:18][C:19]([Cl:22])=[CH:20][CH:21]=3)[N:15]=2)=[C:7]([O:33][CH2:34][CH3:35])[CH:6]=1)([CH3:4])([CH3:2])[CH3:3]. (8) Given the reactants C([O:3][CH2:4][CH2:5][Li])=C.CC(C1[CH:11]=[CH:12][C:13]([OH:16])=[CH:14]C=1)=O.[F-].[CH2:31]([N+]([CH2:31][CH2:32][CH2:33][CH3:34])([CH2:31][CH2:32][CH2:33][CH3:34])[CH2:31][CH2:32][CH2:33][CH3:34])[CH2:32][CH2:33][CH3:34].C1C[O:38]CC1, predict the reaction product. The product is: [OH:38][C:12]([C:32]1[CH:31]=[CH:5][C:4]([OH:3])=[CH:34][CH:33]=1)([CH3:11])[C:13](=[O:16])[CH3:14].